This data is from Forward reaction prediction with 1.9M reactions from USPTO patents (1976-2016). The task is: Predict the product of the given reaction. (1) Given the reactants [CH3:1][O:2][C:3]1[CH:24]=[CH:23][CH:22]=[CH:21][C:4]=1[CH2:5][O:6][CH2:7][CH2:8][CH2:9]OS(C1C=CC(C)=CC=1)(=O)=O.[I-:25].[Li+], predict the reaction product. The product is: [I:25][CH2:9][CH2:8][CH2:7][O:6][CH2:5][C:4]1[CH:21]=[CH:22][CH:23]=[CH:24][C:3]=1[O:2][CH3:1]. (2) Given the reactants [Br:1][C:2]1[CH:3]=[CH:4][C:5]2[C:11]3[S:12][C:13]([C:15](=[N:24][NH2:25])[NH:16][C:17]4[CH:22]=[CH:21][CH:20]=[CH:19][C:18]=4[Cl:23])=[CH:14][C:10]=3[CH2:9][CH2:8][O:7][C:6]=2[CH:26]=1.[N:27]#[C:28]Br, predict the reaction product. The product is: [Br:1][C:2]1[CH:3]=[CH:4][C:5]2[C:11]3[S:12][C:13]([C:15]4[N:16]([C:17]5[CH:22]=[CH:21][CH:20]=[CH:19][C:18]=5[Cl:23])[C:28]([NH2:27])=[N:25][N:24]=4)=[CH:14][C:10]=3[CH2:9][CH2:8][O:7][C:6]=2[CH:26]=1. (3) Given the reactants C([C@@H]([C@H](C(O)=O)O)O)(O)=O.[Cl:11][C:12]1[CH:22]=[CH:21][C:15]2[CH2:16][CH2:17][NH:18][CH2:19][CH2:20][C:14]=2[C:13]=1[C:23]#[C:24][C:25]1[N:26]=[N:27][CH:28]=[CH:29][CH:30]=1.[C:31]([O:35][C:36](N1CCC2C(C#CN3C=CC=CN3)=C(Cl)C=CC=2CC1)=[O:37])([CH3:34])([CH3:33])[CH3:32], predict the reaction product. The product is: [C:31]([O:35][C:36]([N:18]1[CH2:19][CH2:20][C:14]2[C:13]([C:23]#[C:24][C:25]3[N:26]=[N:27][CH:28]=[CH:29][CH:30]=3)=[C:12]([Cl:11])[CH:22]=[CH:21][C:15]=2[CH2:16][CH2:17]1)=[O:37])([CH3:34])([CH3:33])[CH3:32]. (4) Given the reactants [CH3:1][O:2][C:3]([C:5]1[CH:6]=[CH:7][CH:8]=[C:9]2[C:14]=1[N:13]=[CH:12][C:11]([O:15][C:16]1[C:21]([Cl:22])=[CH:20][C:19]([NH2:23])=[CH:18][C:17]=1[Cl:24])=[CH:10]2)=[O:4].N1C=CC=CC=1.[Cl:31][C:32]1[CH:37]=[C:36]([Cl:38])[CH:35]=[CH:34][C:33]=1[S:39](Cl)(=[O:41])=[O:40].C([O-])(O)=O.[Na+], predict the reaction product. The product is: [CH3:1][O:2][C:3]([C:5]1[CH:6]=[CH:7][CH:8]=[C:9]2[C:14]=1[N:13]=[CH:12][C:11]([O:15][C:16]1[C:17]([Cl:24])=[CH:18][C:19]([NH:23][S:39]([C:33]3[CH:34]=[CH:35][C:36]([Cl:38])=[CH:37][C:32]=3[Cl:31])(=[O:41])=[O:40])=[CH:20][C:21]=1[Cl:22])=[CH:10]2)=[O:4].